Task: Regression. Given two drug SMILES strings and cell line genomic features, predict the synergy score measuring deviation from expected non-interaction effect.. Dataset: NCI-60 drug combinations with 297,098 pairs across 59 cell lines Drug 1: CC1CCC2CC(C(=CC=CC=CC(CC(C(=O)C(C(C(=CC(C(=O)CC(OC(=O)C3CCCCN3C(=O)C(=O)C1(O2)O)C(C)CC4CCC(C(C4)OC)O)C)C)O)OC)C)C)C)OC. Drug 2: C1CN1C2=NC(=NC(=N2)N3CC3)N4CC4. Cell line: KM12. Synergy scores: CSS=26.6, Synergy_ZIP=0.788, Synergy_Bliss=4.37, Synergy_Loewe=-1.60, Synergy_HSA=2.04.